Dataset: Full USPTO retrosynthesis dataset with 1.9M reactions from patents (1976-2016). Task: Predict the reactants needed to synthesize the given product. (1) Given the product [C:1]12([C:11]3[CH:12]=[CH:13][C:14]([O:17][C:25]([CH3:31])([CH3:30])[C:26]([O:28][CH3:29])=[O:27])=[CH:15][CH:16]=3)[CH2:8][CH:7]3[CH2:9][CH:3]([CH2:4][CH:5]([CH2:6]3)[CH2:10]1)[CH2:2]2, predict the reactants needed to synthesize it. The reactants are: [C:1]12([C:11]3[CH:16]=[CH:15][C:14]([OH:17])=[CH:13][CH:12]=3)[CH2:10][CH:5]3[CH2:6][CH:7]([CH2:9][CH:3]([CH2:4]3)[CH2:2]1)[CH2:8]2.C(=O)([O-])[O-].[K+].[K+].Br[C:25]([CH3:31])([CH3:30])[C:26]([O:28][CH3:29])=[O:27]. (2) Given the product [C:1]([N:4]1[C:12]2[C:7](=[CH:8][C:9]([C:13](=[O:15])[CH3:14])=[CH:10][CH:11]=2)[C:6](=[C:23]([C:18]2[CH:19]=[N:20][CH:21]=[CH:22][N:17]=2)[OH:24])[C:5]1=[O:16])(=[O:3])[CH3:2], predict the reactants needed to synthesize it. The reactants are: [C:1]([N:4]1[C:12]2[C:7](=[CH:8][C:9]([C:13](=[O:15])[CH3:14])=[CH:10][CH:11]=2)[CH2:6][C:5]1=[O:16])(=[O:3])[CH3:2].[N:17]1[CH:22]=[CH:21][N:20]=[CH:19][C:18]=1[C:23](O)=[O:24].